Dataset: Forward reaction prediction with 1.9M reactions from USPTO patents (1976-2016). Task: Predict the product of the given reaction. (1) Given the reactants [F:1][C:2]1[C:12]([NH:13][CH2:14][C:15]2[CH:20]=[C:19]([O:21]C)[CH:18]=[C:17]([C:23]3[CH:28]=[CH:27][CH:26]=[C:25]([F:29])[CH:24]=3)[C:16]=2[F:30])=[C:11]([F:31])[CH:10]=[CH:9][C:3]=1[O:4][CH2:5][C:6]([O-:8])=[O:7].[Al+3].[Cl-].[Cl-].[Cl-].[CH2:36](S)[CH3:37].O, predict the reaction product. The product is: [F:1][C:2]1[C:12]([NH:13][CH2:14][C:15]2[CH:20]=[C:19]([OH:21])[CH:18]=[C:17]([C:23]3[CH:28]=[CH:27][CH:26]=[C:25]([F:29])[CH:24]=3)[C:16]=2[F:30])=[C:11]([F:31])[CH:10]=[CH:9][C:3]=1[O:4][CH2:5][C:6]([O:8][CH2:36][CH3:37])=[O:7]. (2) Given the reactants N[CH2:2][C:3]([O:5][CH2:6][CH3:7])=[O:4].[N:8]([O-:10])=O.[Na+].[ClH:12], predict the reaction product. The product is: [Cl:12]/[C:2](=[N:8]\[OH:10])/[C:3]([O:5][CH2:6][CH3:7])=[O:4]. (3) Given the reactants [CH:1]1[C:6]([C:7]2[O:17][C:16]3[CH:15]=[C:14]([OH:18])[CH:13]=[C:12]([OH:19])[C:11]=3[C:9](=[O:10])[C:8]=2[OH:20])=[CH:5][C:4]([OH:21])=[C:3]([OH:22])[CH:2]=1.[N:23]1([C:35](=[O:36])[C:34]2[N:32]([CH3:33])[CH:31]=[N:30][C:29]=2[N:27]([CH3:28])[C:25]1=[O:26])[CH3:24], predict the reaction product. The product is: [CH:1]1[C:6]([C:7]2[O:17][C:16]3[CH:15]=[C:14]([OH:18])[CH:13]=[C:12]([OH:19])[C:11]=3[C:9](=[O:10])[C:8]=2[OH:20])=[CH:5][C:4]([OH:21])=[C:3]([OH:22])[CH:2]=1.[N:23]1([C:35](=[O:36])[C:34]2[N:32]([CH3:33])[CH:31]=[N:30][C:29]=2[N:27]([CH3:28])[C:25]1=[O:26])[CH3:24].